Dataset: CYP2C19 inhibition data for predicting drug metabolism from PubChem BioAssay. Task: Regression/Classification. Given a drug SMILES string, predict its absorption, distribution, metabolism, or excretion properties. Task type varies by dataset: regression for continuous measurements (e.g., permeability, clearance, half-life) or binary classification for categorical outcomes (e.g., BBB penetration, CYP inhibition). Dataset: cyp2c19_veith. (1) The molecule is COc1ccc(CNc2ccnc(-c3ccc4c(c3)OCO4)n2)c(OC)c1. The result is 1 (inhibitor). (2) The molecule is CC(=O)N1CCC2(CCN(Cc3ccncc3)CC2)CC1. The result is 0 (non-inhibitor).